The task is: Regression. Given two drug SMILES strings and cell line genomic features, predict the synergy score measuring deviation from expected non-interaction effect.. This data is from NCI-60 drug combinations with 297,098 pairs across 59 cell lines. Drug 1: CC1=C2C(C(=O)C3(C(CC4C(C3C(C(C2(C)C)(CC1OC(=O)C(C(C5=CC=CC=C5)NC(=O)C6=CC=CC=C6)O)O)OC(=O)C7=CC=CC=C7)(CO4)OC(=O)C)O)C)OC(=O)C. Drug 2: CC(C)(C#N)C1=CC(=CC(=C1)CN2C=NC=N2)C(C)(C)C#N. Cell line: MALME-3M. Synergy scores: CSS=3.81, Synergy_ZIP=2.18, Synergy_Bliss=4.69, Synergy_Loewe=4.28, Synergy_HSA=3.57.